Dataset: Reaction yield outcomes from USPTO patents with 853,638 reactions. Task: Predict the reaction yield, written as a fraction of the theoretical maximum amount of product (1.0 means a 100% yield; for example, 0.34 means a 34% yield). (1) The reactants are [Cl:1][C:2]1[C:7]([N+:8]([O-])=O)=[CH:6][CH:5]=[CH:4][C:3]=1[O:11][CH3:12].C([O-])([O-])=O.[Na+].[Na+]. The catalyst is C(O)(=O)C.C(O)C.O.[Fe]. The product is [Cl:1][C:2]1[C:3]([O:11][CH3:12])=[CH:4][CH:5]=[CH:6][C:7]=1[NH2:8]. The yield is 1.00. (2) The reactants are [C:1]([O:5][C:6](=[O:36])[NH:7][CH2:8][C:9]1[CH:14]=[CH:13][C:12]([C:15]2[C:16]3[CH:23]=[C:22](Br)[N:21](S(C4C=CC(C)=CC=4)(=O)=O)[C:17]=3[N:18]=[CH:19][N:20]=2)=[CH:11][C:10]=1[F:35])([CH3:4])([CH3:3])[CH3:2].[CH3:37][N:38]1[CH:42]=[C:41](B2OC(C)(C)C(C)(C)O2)[CH:40]=[N:39]1.C(=O)([O-])[O-].[K+].[K+].COCCOC. The catalyst is O.CCOC(C)=O.C1C=CC([P]([Pd]([P](C2C=CC=CC=2)(C2C=CC=CC=2)C2C=CC=CC=2)([P](C2C=CC=CC=2)(C2C=CC=CC=2)C2C=CC=CC=2)[P](C2C=CC=CC=2)(C2C=CC=CC=2)C2C=CC=CC=2)(C2C=CC=CC=2)C2C=CC=CC=2)=CC=1. The product is [C:1]([O:5][C:6](=[O:36])[NH:7][CH2:8][C:9]1[CH:14]=[CH:13][C:12]([C:15]2[C:16]3[CH:23]=[C:22]([C:41]4[CH:40]=[N:39][N:38]([CH3:37])[CH:42]=4)[NH:21][C:17]=3[N:18]=[CH:19][N:20]=2)=[CH:11][C:10]=1[F:35])([CH3:2])([CH3:3])[CH3:4]. The yield is 0.260. (3) The reactants are [Cl:1][C:2]1[CH:3]=[C:4]([NH:9][C:10]([C:12]2[CH:34]=[CH:33][C:15]([O:16][C:17]3[CH:26]=[C:25]4[C:20]([CH:21]([C:27]([O:29]C)=[O:28])[CH2:22][CH2:23][O:24]4)=[CH:19][C:18]=3[C:31]#[N:32])=[CH:14][CH:13]=2)=[O:11])[CH:5]=[CH:6][C:7]=1[Cl:8].[OH-].[Na+].O.CO. The catalyst is C1COCC1.Cl.C(OCC)(=O)C. The product is [Cl:1][C:2]1[CH:3]=[C:4]([NH:9][C:10]([C:12]2[CH:34]=[CH:33][C:15]([O:16][C:17]3[CH:26]=[C:25]4[C:20]([CH:21]([C:27]([OH:29])=[O:28])[CH2:22][CH2:23][O:24]4)=[CH:19][C:18]=3[C:31]#[N:32])=[CH:14][CH:13]=2)=[O:11])[CH:5]=[CH:6][C:7]=1[Cl:8]. The yield is 0.610. (4) The reactants are [CH3:1][C:2]1[CH2:7][CH2:6][CH2:5][C:4]([CH3:9])([CH3:8])[C:3]=1/[CH:10]=[CH:11]/[C:12]1[CH:13]=[C:14]([CH2:18][CH2:19][CH2:20][NH2:21])[CH:15]=[CH:16][CH:17]=1.[C:22]([OH:27])(=[O:26])[C:23]([OH:25])=[O:24]. The catalyst is C(O)C. The product is [C:22]([OH:27])(=[O:26])[C:23]([OH:25])=[O:24].[CH3:1][C:2]1[CH2:7][CH2:6][CH2:5][C:4]([CH3:8])([CH3:9])[C:3]=1/[CH:10]=[CH:11]/[C:12]1[CH:13]=[C:14]([CH2:18][CH2:19][CH2:20][NH2:21])[CH:15]=[CH:16][CH:17]=1. The yield is 0.710. (5) The reactants are [NH2:1][C:2]1[NH:6][N:5]=[C:4]([NH:7][C:8]2[CH:13]=[CH:12][CH:11]=[CH:10][CH:9]=2)[C:3]=1[C:14]#[N:15].O=[CH:17][C:18]1[CH:26]=[CH:25][C:23]([OH:24])=[C:20]([O:21][CH3:22])[CH:19]=1. The catalyst is CCO.N1CCCCC1. The product is [OH:24][C:23]1[CH:25]=[CH:26][C:18]([CH:17]=[N:1][C:2]2[NH:6][N:5]=[C:4]([NH:7][C:8]3[CH:13]=[CH:12][CH:11]=[CH:10][CH:9]=3)[C:3]=2[C:14]#[N:15])=[CH:19][C:20]=1[O:21][CH3:22]. The yield is 0.388. (6) The reactants are [CH3:1][O:2][C:3]1[CH:8]=[CH:7][C:6]([CH2:9][CH:10]([NH:12][CH2:13][C:14]2[CH:19]=[CH:18][CH:17]=[CH:16][CH:15]=2)[CH3:11])=[CH:5][CH:4]=1.C(O)(=O)[C@@H](C1C=CC=CC=1)O. No catalyst specified. The product is [CH3:1][O:2][C:3]1[CH:4]=[CH:5][C:6]([CH2:9][C@@H:10]([NH:12][CH2:13][C:14]2[CH:19]=[CH:18][CH:17]=[CH:16][CH:15]=2)[CH3:11])=[CH:7][CH:8]=1. The yield is 0.440. (7) The reactants are [Br:1][C:2]1[CH:3]=[CH:4][C:5]2[N:6]([CH2:16][CH2:17][CH2:18][N:19]([C:32]3[CH:37]=[CH:36][CH:35]=[CH:34][CH:33]=3)S(C3C=CC=CC=3[N+]([O-])=O)(=O)=O)[C:7]3[C:12]([C:13]=2[CH:14]=1)=[CH:11][C:10]([Br:15])=[CH:9][CH:8]=3.C(=O)([O-])[O-].[Cs+].[Cs+].C1(S)C=CC=CC=1. The catalyst is C1COCC1. The product is [Br:1][C:2]1[CH:3]=[CH:4][C:5]2[N:6]([CH2:16][CH2:17][CH2:18][NH:19][C:32]3[CH:33]=[CH:34][CH:35]=[CH:36][CH:37]=3)[C:7]3[C:12]([C:13]=2[CH:14]=1)=[CH:11][C:10]([Br:15])=[CH:9][CH:8]=3. The yield is 0.609.